From a dataset of Forward reaction prediction with 1.9M reactions from USPTO patents (1976-2016). Predict the product of the given reaction. (1) The product is: [OH:28][C:25]1[CH:26]=[CH:27][C:19]2[O:18][C:15]([CH3:17])([CH3:14])[O:22][C:21](=[O:23])[C:20]=2[CH:24]=1. Given the reactants FC(F)(F)C(OC(=O)C(F)(F)F)=O.[CH3:14][C:15]([CH3:17])=O.[OH:18][C:19]1[CH:27]=[CH:26][C:25]([OH:28])=[CH:24][C:20]=1[C:21]([OH:23])=[O:22].FC(F)(F)C(O)=O, predict the reaction product. (2) The product is: [NH2:22][C:20]1[N:21]=[C:16]([CH2:15][CH2:14][O:13][C:12]2[CH:11]=[CH:10][C:9]([NH:8][C:6](=[O:7])[C:5]3[CH:32]=[CH:33][C:2]([CH3:1])=[CH:3][C:4]=3[N:34]3[CH2:39][CH2:38][CH:37]([CH3:40])[CH2:36][CH2:35]3)=[CH:31][CH:30]=2)[CH:17]=[CH:18][CH:19]=1. Given the reactants [CH3:1][C:2]1[CH:33]=[CH:32][C:5]([C:6]([NH:8][C:9]2[CH:31]=[CH:30][C:12]([O:13][CH2:14][CH2:15][C:16]3[N:21]=[C:20]([NH:22]C(=O)OC(C)(C)C)[CH:19]=[CH:18][CH:17]=3)=[CH:11][CH:10]=2)=[O:7])=[C:4]([N:34]2[CH2:39][CH2:38][CH:37]([CH3:40])[CH2:36][CH2:35]2)[CH:3]=1.FC(F)(F)C(O)=O, predict the reaction product. (3) The product is: [Br:1][C:2]1[CH:3]=[CH:4][C:5]([Cl:16])=[C:6]([CH2:7][C:8]2[CH:13]=[CH:12][C:11]([O:14][CH2:34][CH2:35][O:36][CH:37]3[CH2:39][CH2:38]3)=[CH:10][CH:9]=2)[CH:15]=1. Given the reactants [Br:1][C:2]1[CH:3]=[CH:4][C:5]([Cl:16])=[C:6]([CH:15]=1)[CH2:7][C:8]1[CH:13]=[CH:12][C:11]([OH:14])=[CH:10][CH:9]=1.C([O-])([O-])=O.[Cs+].[Cs+].CC1C=CC(S(O[CH2:34][CH2:35][O:36][CH:37]2[CH2:39][CH2:38]2)(=O)=O)=CC=1, predict the reaction product. (4) Given the reactants [CH3:1][Si:2]([CH3:20])([CH3:19])[O:3][Si:4]([CH3:18])([CH3:17])[O:5][Si:6]([CH3:16])([CH3:15])[O:7][Si:8]([CH3:14])([CH3:13])OC(=O)C.[C:21]([OH:26])(=[O:25])[C:22]([CH3:24])=[CH2:23], predict the reaction product. The product is: [CH3:1][Si:2]([CH3:19])([CH3:20])[O:3][Si:4]([CH3:18])([CH3:17])[O:5][Si:6]([CH3:16])([CH3:15])[O:7][Si:8]([CH3:13])([CH3:14])[O:25][C:21](=[O:26])[C:22]([CH3:24])=[CH2:23]. (5) Given the reactants C(OC([N:8]1[CH2:17][C:16]([CH3:19])([CH3:18])[C:15]2[C:10](=[CH:11][C:12]([NH:20][C:21](=[O:38])[C:22]3[CH:27]=[CH:26][CH:25]=[CH:24][C:23]=3[NH:28][CH:29]([C:31]3[CH:36]=[CH:35][N:34]=[C:33]([NH2:37])[N:32]=3)[CH3:30])=[CH:13][CH:14]=2)[CH2:9]1)=O)(C)(C)C.C(O)(C(F)(F)F)=O.[OH-].[Na+], predict the reaction product. The product is: [NH2:37][C:33]1[N:32]=[C:31]([CH:29]([NH:28][C:23]2[CH:24]=[CH:25][CH:26]=[CH:27][C:22]=2[C:21]([NH:20][C:12]2[CH:11]=[C:10]3[C:15]([C:16]([CH3:19])([CH3:18])[CH2:17][NH:8][CH2:9]3)=[CH:14][CH:13]=2)=[O:38])[CH3:30])[CH:36]=[CH:35][N:34]=1. (6) Given the reactants C1(P(C2C=CC=CC=2)C2C=CC=CC=2)C=CC=CC=1.ClC(Cl)(Cl)C(Cl)(Cl)Cl.CCN(CC)CC.[Cl:35][C:36]1[CH:45]=[CH:44][C:43]2[C:38](=[C:39]([C:46]([NH:48][C:49]3[C:50]([OH:56])=[N:51][CH:52]=[CH:53][C:54]=3[OH:55])=O)[CH:40]=[CH:41][CH:42]=2)[N:37]=1, predict the reaction product. The product is: [Cl:35][C:36]1[CH:45]=[CH:44][C:43]2[C:38](=[C:39]([C:46]3[O:55][C:54]4[CH:53]=[CH:52][NH:51][C:50](=[O:56])[C:49]=4[N:48]=3)[CH:40]=[CH:41][CH:42]=2)[N:37]=1. (7) Given the reactants [Li+].CC([N-]C(C)C)C.[Br:9][C:10]1[CH:15]=[CH:14][CH:13]=[CH:12][N:11]=1.[Cl:16][C:17]1[CH:24]=[CH:23][CH:22]=[CH:21][C:18]=1[CH:19]=[O:20].Cl, predict the reaction product. The product is: [Br:9][C:10]1[C:15]([CH:19]([C:18]2[CH:21]=[CH:22][CH:23]=[CH:24][C:17]=2[Cl:16])[OH:20])=[CH:14][CH:13]=[CH:12][N:11]=1.